Dataset: Forward reaction prediction with 1.9M reactions from USPTO patents (1976-2016). Task: Predict the product of the given reaction. (1) Given the reactants [Br-].[CH2:2]([N+:9]1[CH:14]=[CH:13][CH:12]=[C:11]([CH3:15])[C:10]=1[CH2:16][NH:17][C:18]([O:20][C:21]([CH3:24])([CH3:23])[CH3:22])=[O:19])[C:3]1[CH:8]=[CH:7][CH:6]=[CH:5][CH:4]=1.[BH4-].[Na+], predict the reaction product. The product is: [CH2:2]([N:9]1[CH2:14][CH2:13][CH:12]=[C:11]([CH3:15])[CH:10]1[CH2:16][NH:17][C:18](=[O:19])[O:20][C:21]([CH3:24])([CH3:23])[CH3:22])[C:3]1[CH:8]=[CH:7][CH:6]=[CH:5][CH:4]=1. (2) The product is: [Cl:1][C:2]1[CH:7]=[CH:6][C:5]([CH:8]2[C:9]3[N:37]([CH3:36])[N:38]=[C:17]([CH:19]4[CH2:21][CH2:20]4)[C:16]=3[C:15](=[O:22])[N:14]2[C:23]2[CH:24]=[C:25]([CH3:35])[C:26]3[N:27]([C:29]([CH:32]([F:34])[F:33])=[N:30][N:31]=3)[CH:28]=2)=[CH:4][CH:3]=1. Given the reactants [Cl:1][C:2]1[CH:7]=[CH:6][C:5]([CH:8]([N:14]([C:23]2[CH:24]=[C:25]([CH3:35])[C:26]3[N:27]([C:29]([CH:32]([F:34])[F:33])=[N:30][N:31]=3)[CH:28]=2)[C:15](=[O:22])[CH2:16][C:17]([CH:19]2[CH2:21][CH2:20]2)=O)[C:9](OCC)=O)=[CH:4][CH:3]=1.[CH3:36][NH:37][NH2:38], predict the reaction product. (3) The product is: [CH2:1]([C:3]1[C:4]([NH:11][C@@H:12]2[C:20]3[C:15](=[CH:16][CH:17]=[CH:18][CH:19]=3)[CH2:14][C@@H:13]2[O:21][C:29](=[O:32])[CH3:30])=[N:5][C:6]([CH2:9][CH3:10])=[C:7]([I:49])[N:8]=1)[CH3:2]. Given the reactants [CH2:1]([C:3]1[C:4]([NH:11][C@@H:12]2[C:20]3[C:15](=[CH:16][CH:17]=[CH:18][CH:19]=3)[CH2:14][C@@H:13]2[OH:21])=[N:5][C:6]([CH2:9][CH3:10])=[CH:7][N:8]=1)[CH3:2].C(N(CC)CC)C.[C:29]([O:32]C(=O)C)(=O)[CH3:30].C(O)(=O)CC(CC(O)=O)(C(O)=O)O.[I:49]N1C(=O)CCC1=O.O.O.O.O.O.S([O-])([O-])(=O)=S.[Na+].[Na+], predict the reaction product. (4) Given the reactants [CH:1]1([N:6]2[C:14]3[CH:13]=[CH:12][NH:11][C:10](=[O:15])[C:9]=3[CH:8]=[CH:7]2)[CH2:5][CH2:4][CH2:3][CH2:2]1.C[Si](C)(C)N=C(O[Si](C)(C)C)C.C1C(=O)N([Br:35])C(=O)C1.O, predict the reaction product. The product is: [Br:35][C:8]1[C:9]2[C:10](=[O:15])[NH:11][CH:12]=[CH:13][C:14]=2[N:6]([CH:1]2[CH2:2][CH2:3][CH2:4][CH2:5]2)[CH:7]=1. (5) Given the reactants Br[C:2]1[CH:7]=[C:6]([CH3:8])[C:5]([CH:9]([OH:11])[CH3:10])=[C:4]([F:12])[CH:3]=1.[CH3:13][C:14]1([CH3:30])[C:18]([CH3:20])([CH3:19])[O:17][B:16]([B:16]2[O:17][C:18]([CH3:20])([CH3:19])[C:14]([CH3:30])([CH3:13])[O:15]2)[O:15]1.ClCCl.C([O-])(=O)C.[K+], predict the reaction product. The product is: [F:12][C:4]1[CH:3]=[C:2]([B:16]2[O:17][C:18]([CH3:20])([CH3:19])[C:14]([CH3:30])([CH3:13])[O:15]2)[CH:7]=[C:6]([CH3:8])[C:5]=1[CH:9]([OH:11])[CH3:10]. (6) Given the reactants [NH2:1][C@@H:2]([CH3:18])[CH2:3][N:4]1[CH:8]=[CH:7][C:6]([C:9]2[CH:16]=[CH:15][C:12]([C:13]#[N:14])=[C:11]([Cl:17])[CH:10]=2)=[N:5]1.[OH:19][CH2:20][C:21]1[O:25][N:24]=[C:23]([C:26](O)=[O:27])[CH:22]=1, predict the reaction product. The product is: [Cl:17][C:11]1[CH:10]=[C:9]([C:6]2[CH:7]=[CH:8][N:4]([CH2:3][C@@H:2]([NH:1][C:26]([C:23]3[CH:22]=[C:21]([CH2:20][OH:19])[O:25][N:24]=3)=[O:27])[CH3:18])[N:5]=2)[CH:16]=[CH:15][C:12]=1[C:13]#[N:14]. (7) Given the reactants [NH2:1][CH2:2][CH:3]1[N:19](C(OC(C)(C)C)=O)[CH2:18][CH2:17][CH2:16][C:4]21[CH2:8][N:7]([CH2:9][C:10]1[CH:15]=[CH:14][CH:13]=[CH:12][CH:11]=1)[CH2:6][CH2:5]2.FC(F)(F)C(O)=O.C(=O)([O-])O.[Na+], predict the reaction product. The product is: [CH2:9]([N:7]1[CH2:6][CH2:5][C:4]2([CH2:16][CH2:17][CH2:18][NH:19][CH:3]2[CH2:2][NH2:1])[CH2:8]1)[C:10]1[CH:11]=[CH:12][CH:13]=[CH:14][CH:15]=1. (8) Given the reactants CN1CCOCC1.[CH:8]1([N:11]([C@H:19]2[C:28]3[CH:27]=[C:26]([F:29])[CH:25]=[CH:24][C:23]=3[N:22]([C:30](=[O:42])[C:31]3[CH:36]=[CH:35][C:34]([O:37][C:38]([F:41])([F:40])[F:39])=[CH:33][CH:32]=3)[C@H:21]3[CH2:43][CH2:44][CH2:45][C@@H:20]23)[C:12](=[O:18])[CH2:13][CH2:14][C:15]([OH:17])=[O:16])[CH2:10][CH2:9]1.CN(C(ON1N=NC2C=CC=NC1=2)=[N+](C)C)C.F[P-](F)(F)(F)(F)F.[OH:70][CH:71]1[CH:76]([OH:77])[CH:75]([OH:78])[CH:74](O)[O:73][CH:72]1[C:80]([O:82][CH2:83][C:84]1[CH:89]=[CH:88][CH:87]=[CH:86][CH:85]=1)=[O:81], predict the reaction product. The product is: [CH:8]1([N:11]([C@H:19]2[C:28]3[CH:27]=[C:26]([F:29])[CH:25]=[CH:24][C:23]=3[N:22]([C:30](=[O:42])[C:31]3[CH:32]=[CH:33][C:34]([O:37][C:38]([F:39])([F:41])[F:40])=[CH:35][CH:36]=3)[C@H:21]3[CH2:43][CH2:44][CH2:45][C@@H:20]23)[C:12](=[O:18])[CH2:13][CH2:14][C:15]([O:17][CH:74]2[O:73][CH:72]([C:80]([O:82][CH2:83][C:84]3[CH:89]=[CH:88][CH:87]=[CH:86][CH:85]=3)=[O:81])[CH:71]([OH:70])[CH:76]([OH:77])[CH:75]2[OH:78])=[O:16])[CH2:10][CH2:9]1.